Dataset: Full USPTO retrosynthesis dataset with 1.9M reactions from patents (1976-2016). Task: Predict the reactants needed to synthesize the given product. (1) Given the product [Cl:1][C:2]1[CH:3]=[C:4]([CH:10]([NH:18][C:33](=[O:34])[CH2:32][CH:29]2[CH2:30][CH2:31][N:26]([C:24]([O:23][C:19]([CH3:21])([CH3:20])[CH3:22])=[O:25])[CH2:27][CH2:28]2)[C:11]2[CH:16]=[CH:15][C:14]([F:17])=[CH:13][CH:12]=2)[CH:5]=[N:6][C:7]=1[O:8][CH3:9], predict the reactants needed to synthesize it. The reactants are: [Cl:1][C:2]1[CH:3]=[C:4]([CH:10]([NH2:18])[C:11]2[CH:16]=[CH:15][C:14]([F:17])=[CH:13][CH:12]=2)[CH:5]=[N:6][C:7]=1[O:8][CH3:9].[C:19]([O:23][C:24]([N:26]1[CH2:31][CH2:30][CH:29]([CH2:32][C:33](O)=[O:34])[CH2:28][CH2:27]1)=[O:25])([CH3:22])([CH3:21])[CH3:20].C(Cl)CCl.C1C=NC2N(O)N=NC=2C=1.C([O-])(O)=O.[Na+]. (2) Given the product [CH:1]([NH:4][C:16]([N:12]1[CH2:13][CH2:14][CH2:15][CH:9]([N:8]([C:5](=[O:7])[CH3:6])[CH2:24][C:25]2[CH:30]=[C:29]([C:31]([F:33])([F:34])[F:32])[CH:28]=[C:27]([C:35]([F:36])([F:37])[F:38])[CH:26]=2)[C:10]2[CH:22]=[CH:21][C:20]([Cl:23])=[CH:19][C:11]1=2)=[O:17])([CH3:3])[CH3:2], predict the reactants needed to synthesize it. The reactants are: [CH:1]([NH2:4])([CH3:3])[CH3:2].[C:5]([N:8]([CH2:24][C:25]1[CH:30]=[C:29]([C:31]([F:34])([F:33])[F:32])[CH:28]=[C:27]([C:35]([F:38])([F:37])[F:36])[CH:26]=1)[CH:9]1[CH2:15][CH2:14][CH2:13][N:12]([C:16](Cl)=[O:17])[C:11]2[CH:19]=[C:20]([Cl:23])[CH:21]=[CH:22][C:10]1=2)(=[O:7])[CH3:6]. (3) Given the product [NH:26]1[CH2:27][CH2:28][CH2:29][CH2:30][C@@H:25]1[C:23]([NH:22][C:19]1([C:16]2[CH:15]=[CH:14][C:13]([C:11]([O:10][CH3:9])=[O:12])=[CH:18][CH:17]=2)[CH2:21][CH2:20]1)=[O:24], predict the reactants needed to synthesize it. The reactants are: C(=O)(OC(C)(C)C)N.[CH3:9][O:10][C:11]([C:13]1[CH:18]=[CH:17][C:16]([C:19]2([NH:22][C:23]([C@H:25]3[CH2:30][CH2:29][CH2:28][CH2:27][N:26]3C(OC(C)(C)C)=O)=[O:24])[CH2:21][CH2:20]2)=[CH:15][CH:14]=1)=[O:12].